Dataset: NCI-60 drug combinations with 297,098 pairs across 59 cell lines. Task: Regression. Given two drug SMILES strings and cell line genomic features, predict the synergy score measuring deviation from expected non-interaction effect. (1) Drug 1: C1=CC(=CC=C1CCC2=CNC3=C2C(=O)NC(=N3)N)C(=O)NC(CCC(=O)O)C(=O)O. Drug 2: CC1=C(C(=CC=C1)Cl)NC(=O)C2=CN=C(S2)NC3=CC(=NC(=N3)C)N4CCN(CC4)CCO. Cell line: HT29. Synergy scores: CSS=48.0, Synergy_ZIP=-4.30, Synergy_Bliss=-2.10, Synergy_Loewe=2.54, Synergy_HSA=3.92. (2) Drug 1: CCC1=C2CN3C(=CC4=C(C3=O)COC(=O)C4(CC)O)C2=NC5=C1C=C(C=C5)O. Drug 2: C1=CC=C(C(=C1)C(C2=CC=C(C=C2)Cl)C(Cl)Cl)Cl. Cell line: MALME-3M. Synergy scores: CSS=13.0, Synergy_ZIP=6.24, Synergy_Bliss=7.91, Synergy_Loewe=-5.82, Synergy_HSA=1.38.